From a dataset of Forward reaction prediction with 1.9M reactions from USPTO patents (1976-2016). Predict the product of the given reaction. (1) Given the reactants [C:1]([N:4]1[C:13]2[C:8](=[CH:9][C:10](Br)=[CH:11][CH:12]=2)[C@H:7]([NH:15][C:16]2[CH:23]=[CH:22][C:19]([C:20]#[N:21])=[CH:18][N:17]=2)[CH2:6][C@@H:5]1[CH3:24])(=[O:3])[CH3:2].[OH-].[K+].[CH3:27][O:28][CH2:29][CH2:30][N:31]1[CH:35]=[C:34](B2OC(C)(C)C(C)(C)O2)[CH:33]=[N:32]1.CCO, predict the reaction product. The product is: [C:1]([N:4]1[C:13]2[C:8](=[CH:9][C:10]([C:34]3[CH:33]=[N:32][N:31]([CH2:30][CH2:29][O:28][CH3:27])[CH:35]=3)=[CH:11][CH:12]=2)[C@H:7]([NH:15][C:16]2[CH:23]=[CH:22][C:19]([C:20]#[N:21])=[CH:18][N:17]=2)[CH2:6][C@@H:5]1[CH3:24])(=[O:3])[CH3:2]. (2) Given the reactants [CH2:1]([N:3]1[C:9](=[O:10])[C:8]([CH3:12])([CH3:11])[C:7](=[O:13])[N:6]([CH3:14])[C:5]2[CH:15]=[C:16]([O:19][CH2:20][CH2:21][CH2:22]I)[CH:17]=[CH:18][C:4]1=2)[CH3:2].[NH2:24][CH2:25][CH2:26][C:27]1[CH:28]=[N:29][CH:30]=[CH:31][CH:32]=1, predict the reaction product. The product is: [CH2:1]([N:3]1[C:9](=[O:10])[C:8]([CH3:12])([CH3:11])[C:7](=[O:13])[N:6]([CH3:14])[C:5]2[CH:15]=[C:16]([O:19][CH2:20][CH2:21][CH2:22][NH:24][CH2:25][CH2:26][C:27]3[CH:28]=[N:29][CH:30]=[CH:31][CH:32]=3)[CH:17]=[CH:18][C:4]1=2)[CH3:2]. (3) Given the reactants [CH:1]([S:4](Cl)(=[O:6])=[O:5])([CH3:3])[CH3:2].[CH2:8]1[O:17][C:11]2([CH2:16][CH2:15][NH:14][CH2:13][CH2:12]2)[O:10][CH2:9]1.C(N(CC)CC)C, predict the reaction product. The product is: [CH2:8]1[O:17][C:11]2([CH2:16][CH2:15][N:14]([S:4]([CH:1]([CH3:3])[CH3:2])(=[O:6])=[O:5])[CH2:13][CH2:12]2)[O:10][CH2:9]1. (4) Given the reactants [CH:1]1[C:10]2[C:5](=[CH:6][CH:7]=[CH:8][CH:9]=2)[CH:4]=[CH:3][C:2]=1[NH:11][C:12]1[CH:13]=[CH:14][CH:15]=[C:16]2[C:21]=1[N:20]=[CH:19][CH:18]=[CH:17]2.C(OCC)(=O)C, predict the reaction product. The product is: [CH:1]1[C:10]2[C:5](=[CH:6][CH:7]=[CH:8][CH:9]=2)[CH:4]=[CH:3][C:2]=1[NH:11][C:12]1[CH:13]=[CH:14][CH:15]=[C:16]2[C:21]=1[NH:20][CH2:19][CH2:18][CH2:17]2.